This data is from Full USPTO retrosynthesis dataset with 1.9M reactions from patents (1976-2016). The task is: Predict the reactants needed to synthesize the given product. (1) Given the product [CH3:11][N:12]1[CH2:17][CH2:16][N:15]([CH2:6][CH2:7][CH2:8][C:9]#[CH:10])[CH2:14][CH2:13]1, predict the reactants needed to synthesize it. The reactants are: CS(O[CH2:6][CH2:7][CH2:8][C:9]#[CH:10])(=O)=O.[CH3:11][N:12]1[CH2:17][CH2:16][NH:15][CH2:14][CH2:13]1.C([O-])(O)=O.[Na+]. (2) Given the product [F:1][C:2]1[CH:11]=[C:10]([C:12]2[CH:17]=[CH:16][CH:15]=[CH:14][N:13]=2)[CH:9]=[CH:8][C:3]=1[C:4]([OH:6])=[O:5], predict the reactants needed to synthesize it. The reactants are: [F:1][C:2]1[CH:11]=[C:10]([C:12]2[CH:17]=[CH:16][CH:15]=[CH:14][N:13]=2)[CH:9]=[CH:8][C:3]=1[C:4]([O:6]C)=[O:5].O.[OH-].[Li+].CO. (3) Given the product [Br:8][C:9]1[CH:16]=[CH:15][C:12]([CH2:13][N:1]2[CH2:4][CH:3]([C:5]([O:7][CH3:18])=[O:6])[CH2:2]2)=[CH:11][C:10]=1[F:17], predict the reactants needed to synthesize it. The reactants are: [NH:1]1[CH2:4][CH:3]([C:5]([OH:7])=[O:6])[CH2:2]1.[Br:8][C:9]1[CH:16]=[CH:15][C:12]([CH:13]=O)=[CH:11][C:10]=1[F:17].[CH:18]([O-])([O-])OC.CC(O)=O.C(O[BH-](OC(=O)C)OC(=O)C)(=O)C.[Na+].CO.S(=O)(=O)(O)O. (4) Given the product [CH3:6][C:2]([O:1][CH2:10][C:11]1[CH:16]=[CH:15][CH:14]=[CH:13][CH:12]=1)([CH3:7])[C:3]([O:5][CH2:10][C:11]1[CH:16]=[CH:15][CH:14]=[CH:13][CH:12]=1)=[O:4], predict the reactants needed to synthesize it. The reactants are: [OH:1][C:2]([CH3:7])([CH3:6])[C:3]([OH:5])=[O:4].[H-].[Na+].[CH2:10](Br)[C:11]1[CH:16]=[CH:15][CH:14]=[CH:13][CH:12]=1. (5) Given the product [F:29][C:2]([F:28])([F:1])[C:3]([C:9]1[CH:10]=[CH:11][C:12]([C:15]2[CH:20]=[CH:19][C:18]([CH2:21][N:22]3[CH2:23][CH2:24][N:25]([CH2:30][C:31]4[CH:36]=[CH:35][N:34]=[CH:33][CH:32]=4)[CH2:26][CH2:27]3)=[CH:17][CH:16]=2)=[CH:13][CH:14]=1)([OH:8])[C:4]([F:7])([F:6])[F:5].[C:3]([OH:8])([C:4]([F:7])([F:6])[F:5])=[O:37], predict the reactants needed to synthesize it. The reactants are: [F:1][C:2]([F:29])([F:28])[C:3]([C:9]1[CH:14]=[CH:13][C:12]([C:15]2[CH:20]=[CH:19][C:18]([CH2:21][N:22]3[CH2:27][CH2:26][NH:25][CH2:24][CH2:23]3)=[CH:17][CH:16]=2)=[CH:11][CH:10]=1)([OH:8])[C:4]([F:7])([F:6])[F:5].[CH:30](=[O:37])[C:31]1[CH:36]=[CH:35][N:34]=[CH:33][CH:32]=1.[BH-](OC(C)=O)(OC(C)=O)OC(C)=O.[Na+]. (6) Given the product [F:10][C:11]1[CH:25]=[C:24]2[C:14]([C:15]([OH:32])=[C:16]([C:27]([NH:41][CH2:40][C:39]([O:38][C:34]([CH3:37])([CH3:36])[CH3:35])=[O:42])=[O:28])[C:17](=[O:26])[C:18]32[CH2:23][CH2:22][O:21][CH2:20][CH2:19]3)=[CH:13][CH:12]=1, predict the reactants needed to synthesize it. The reactants are: CCN(C(C)C)C(C)C.[F:10][C:11]1[CH:25]=[C:24]2[C:14]([C:15]([OH:32])=[C:16]([C:27](OCC)=[O:28])[C:17](=[O:26])[C:18]32[CH2:23][CH2:22][O:21][CH2:20][CH2:19]3)=[CH:13][CH:12]=1.Cl.[C:34]([O:38][C:39](=[O:42])[CH2:40][NH2:41])([CH3:37])([CH3:36])[CH3:35].